From a dataset of Full USPTO retrosynthesis dataset with 1.9M reactions from patents (1976-2016). Predict the reactants needed to synthesize the given product. (1) Given the product [N+:1]([O-:4])([O-:3])=[O:2].[C:44]([O-:49])(=[O:48])[C:45]([O-:47])=[O:46], predict the reactants needed to synthesize it. The reactants are: [N+:1]([O-:4])([O-:3])=[O:2].[Gd+3].[N+:1]([O-:4])([O-:3])=[O:2].[N+:1]([O-:4])([O-:3])=[O:2].[N+]([O-])([O-])=O.[Eu+3].[N+]([O-])([O-])=O.[N+]([O-])([O-])=O.[N+]([O-])([O-])=O.CCO[Si](OCC)(OCC)OCC.[C:44]([OH:49])(=[O:48])[C:45]([OH:47])=[O:46]. (2) Given the product [CH2:11]([C:7]1[N:6]=[CH:5][C:4]([CH2:9][OH:10])=[CH:3][C:2]=1[Cl:1])[C:12]1[CH:17]=[CH:16][CH:15]=[CH:14][CH:13]=1, predict the reactants needed to synthesize it. The reactants are: [Cl:1][C:2]1[CH:3]=[C:4]([CH2:9][OH:10])[CH:5]=[N:6][C:7]=1Cl.[CH2:11]([Sn]([CH2:11][C:12]1[CH:17]=[CH:16][CH:15]=[CH:14][CH:13]=1)([CH2:11][C:12]1[CH:17]=[CH:16][CH:15]=[CH:14][CH:13]=1)[CH2:11][C:12]1[CH:17]=[CH:16][CH:15]=[CH:14][CH:13]=1)[C:12]1[CH:17]=[CH:16][CH:15]=[CH:14][CH:13]=1.[F-].[K+].O. (3) Given the product [CH2:25]([O:24][C:6]1[CH:7]=[C:8]([S:10]([C:13]2[CH:18]=[CH:17][CH:16]=[C:15]([O:19][C:20]([F:23])([F:21])[F:22])[CH:14]=2)(=[O:11])=[O:12])[CH:9]=[C:4]([N+:1]([O-:3])=[O:2])[CH:5]=1)[CH:26]([CH3:29])[CH3:27], predict the reactants needed to synthesize it. The reactants are: [N+:1]([C:4]1[CH:5]=[C:6]([OH:24])[CH:7]=[C:8]([S:10]([C:13]2[CH:18]=[CH:17][CH:16]=[C:15]([O:19][C:20]([F:23])([F:22])[F:21])[CH:14]=2)(=[O:12])=[O:11])[CH:9]=1)([O-:3])=[O:2].[CH3:25][CH:26]([CH3:29])[CH2:27]O.CC(OC(/N=N/C(OC(C)C)=O)=O)C.C1C=CC(P(C2C=CC=CC=2)C2C=CC=CC=2)=CC=1. (4) Given the product [CH2:21]([O:20][CH2:19][C:16]1[O:15][C:14](=[O:28])[C:13]([CH3:29])=[C:12]([OH:11])[C:17]=1[CH3:18])[C:22]1[CH:27]=[CH:26][CH:25]=[CH:24][CH:23]=1, predict the reactants needed to synthesize it. The reactants are: C([O-])([O-])=O.[K+].[K+].O.C([O:11][C:12]1[C:17]([CH3:18])=[C:16]([CH2:19][O:20][CH2:21][C:22]2[CH:27]=[CH:26][CH:25]=[CH:24][CH:23]=2)[O:15][C:14](=[O:28])[C:13]=1[CH3:29])(=O)C. (5) Given the product [Cl:1][C:2]1[CH:8]=[CH:7][C:5]([NH:6][CH:14]2[CH2:15][CH2:16][S:12](=[O:18])(=[O:17])[CH2:13]2)=[C:4]([N+:9]([O-:11])=[O:10])[CH:3]=1, predict the reactants needed to synthesize it. The reactants are: [Cl:1][C:2]1[CH:8]=[CH:7][C:5]([NH2:6])=[C:4]([N+:9]([O-:11])=[O:10])[CH:3]=1.[S:12]1(=[O:18])(=[O:17])[CH2:16][CH:15]=[CH:14][CH2:13]1.C(=O)([O-])[O-].[Cs+].[Cs+].O. (6) Given the product [Br:1][C:2]1[N:6]2[CH2:7][CH2:8][NH:9][CH2:10][C:5]2=[N:4][N:3]=1, predict the reactants needed to synthesize it. The reactants are: [Br:1][C:2]1[N:6]2[CH2:7][CH2:8][N:9](C(OC(C)(C)C)=O)[CH2:10][C:5]2=[N:4][N:3]=1.C(O)(C(F)(F)F)=O. (7) Given the product [CH:32]([C:31]1[N:28]=[C:27]([N:24]2[CH2:25][CH2:26][CH:21]([CH:19]3[O:18][C:15]4=[CH:16][N:17]=[C:12]([C:9]5[CH:8]=[CH:7][C:6]([CH2:5][S:2]([CH3:1])(=[O:3])=[O:4])=[CH:11][CH:10]=5)[CH:13]=[C:14]4[CH2:20]3)[CH2:22][CH2:23]2)[O:29][N:30]=1)([CH3:34])[CH3:33], predict the reactants needed to synthesize it. The reactants are: [CH3:1][S:2]([CH2:5][C:6]1[CH:11]=[CH:10][C:9]([C:12]2[CH:13]=[C:14]3[CH2:20][CH:19]([CH:21]4[CH2:26][CH2:25][N:24]([C:27]#[N:28])[CH2:23][CH2:22]4)[O:18][C:15]3=[CH:16][N:17]=2)=[CH:8][CH:7]=1)(=[O:4])=[O:3].[OH:29][NH:30][C:31](=N)[CH:32]([CH3:34])[CH3:33]. (8) Given the product [C:29]([O:33][C:34]([N:8]1[C:9]2[C:5](=[CH:4][CH:3]=[C:2]([Cl:1])[CH:10]=2)/[C:6](=[CH:12]/[C:13]2[CH:18]=[C:17]([Cl:19])[CH:16]=[CH:15][C:14]=2[O:20][C:21]2[CH:22]=[CH:23][C:24]([O:27][CH3:28])=[CH:25][CH:26]=2)/[C:7]1=[O:11])=[O:35])([CH3:32])([CH3:31])[CH3:30], predict the reactants needed to synthesize it. The reactants are: [Cl:1][C:2]1[CH:10]=[C:9]2[C:5](/[C:6](=[CH:12]/[C:13]3[CH:18]=[C:17]([Cl:19])[CH:16]=[CH:15][C:14]=3[O:20][C:21]3[CH:26]=[CH:25][C:24]([O:27][CH3:28])=[CH:23][CH:22]=3)/[C:7](=[O:11])[NH:8]2)=[CH:4][CH:3]=1.[C:29]([O:33][C:34](O[C:34]([O:33][C:29]([CH3:32])([CH3:31])[CH3:30])=[O:35])=[O:35])([CH3:32])([CH3:31])[CH3:30]. (9) Given the product [CH3:12][O:11][C:3]1[CH:4]=[C:5]([N+:8]([O-:10])=[O:9])[CH:6]=[CH:7][C:2]=1[N:13]1[CH2:17][CH:16]=[CH:15][CH2:14]1, predict the reactants needed to synthesize it. The reactants are: Cl[C:2]1[CH:7]=[CH:6][C:5]([N+:8]([O-:10])=[O:9])=[CH:4][C:3]=1[O:11][CH3:12].[NH:13]1[CH2:17][CH:16]=[CH:15][CH2:14]1.N#N.